From a dataset of Forward reaction prediction with 1.9M reactions from USPTO patents (1976-2016). Predict the product of the given reaction. (1) Given the reactants [N:1]1([C:10]2[C:11]([C:24]3[CH:29]=[CH:28][CH:27]=[CH:26][CH:25]=3)=[N:12][C:13]3[C:18]([N:19]=2)=[CH:17][C:16]([C:20]([O:22]C)=[O:21])=[CH:15][CH:14]=3)[C:9]2[C:4](=[CH:5][CH:6]=[CH:7][CH:8]=2)[CH2:3][CH2:2]1.[OH-].[Na+], predict the reaction product. The product is: [N:1]1([C:10]2[C:11]([C:24]3[CH:29]=[CH:28][CH:27]=[CH:26][CH:25]=3)=[N:12][C:13]3[C:18]([N:19]=2)=[CH:17][C:16]([C:20]([OH:22])=[O:21])=[CH:15][CH:14]=3)[C:9]2[C:4](=[CH:5][CH:6]=[CH:7][CH:8]=2)[CH2:3][CH2:2]1. (2) Given the reactants [C:1]([C:3]1[CH:4]=[C:5]([C:13]2[N:23]=[CH:22][CH:21]=[C:20]([CH3:24])[C:14]=2[C:15]([O:17][CH2:18][CH3:19])=[O:16])[CH:6]=[CH:7][C:8]=1[O:9]COC)#[N:2].[ClH:25].O1CCOCC1, predict the reaction product. The product is: [ClH:25].[C:1]([C:3]1[CH:4]=[C:5]([C:13]2[N:23]=[CH:22][CH:21]=[C:20]([CH3:24])[C:14]=2[C:15]([O:17][CH2:18][CH3:19])=[O:16])[CH:6]=[CH:7][C:8]=1[OH:9])#[N:2]. (3) Given the reactants C[Al](C)C.[NH:5]1[CH2:10][CH2:9][O:8][CH2:7][CH2:6]1.[CH3:11][C:12]1[CH:21]=[CH:20][C:19]2[C:14](=[CH:15][CH:16]=[CH:17][C:18]=2[CH:22]2[CH2:27][CH2:26][N:25]([CH2:28][CH2:29][C:30]3[C:39]4[O:38][CH2:37][C:36]5=[C:40]([C:43](OCC)=[O:44])[N:41]=[CH:42][N:35]5[C:34]=4[CH:33]=[CH:32][CH:31]=3)[CH2:24][CH2:23]2)[N:13]=1.[OH-].[Na+].C(Cl)[Cl:51], predict the reaction product. The product is: [ClH:51].[ClH:51].[CH3:11][C:12]1[CH:21]=[CH:20][C:19]2[C:14](=[CH:15][CH:16]=[CH:17][C:18]=2[CH:22]2[CH2:27][CH2:26][N:25]([CH2:28][CH2:29][C:30]3[C:39]4[O:38][CH2:37][C:36]5=[C:40]([C:43]([N:5]6[CH2:10][CH2:9][O:8][CH2:7][CH2:6]6)=[O:44])[N:41]=[CH:42][N:35]5[C:34]=4[CH:33]=[CH:32][CH:31]=3)[CH2:24][CH2:23]2)[N:13]=1. (4) Given the reactants [CH3:1][C:2]([C:5]1[CH:10]=[CH:9][C:8]([S:11]([N-:14][C:15]2[N:20]=[C:19]([C:21]3[N:26]=[CH:25][CH:24]=[CH:23][N:22]=3)[N:18]=[C:17]([O:27][CH2:28][CH2:29][OH:30])[C:16]=2[O:31][C:32]2[C:37]([O:38][CH3:39])=[CH:36][CH:35]=[CH:34][CH:33]=2)(=[O:13])=[O:12])=[CH:7][CH:6]=1)([CH3:4])[CH3:3].[Na+], predict the reaction product. The product is: [CH3:4][C:2]([C:5]1[CH:6]=[CH:7][C:8]([S:11]([NH:14][C:15]2[N:20]=[C:19]([C:21]3[N:26]=[CH:25][CH:24]=[CH:23][N:22]=3)[N:18]=[C:17]([O:27][CH2:28][CH2:29][OH:30])[C:16]=2[O:31][C:32]2[C:37]([O:38][CH3:39])=[CH:36][CH:35]=[CH:34][CH:33]=2)(=[O:12])=[O:13])=[CH:9][CH:10]=1)([CH3:1])[CH3:3].[OH2:12]. (5) Given the reactants Br[CH2:2][C:3]1[CH2:7][O:6][CH2:5][C:4]=1[C:8]1[C:9]([O:14][CH3:15])=[N:10][CH:11]=[CH:12][CH:13]=1.[OH:16][C:17]1[CH:24]=[CH:23][CH:22]=[C:21]([OH:25])[C:18]=1[CH:19]=[O:20].C([O-])([O-])=O.[K+].[K+].O, predict the reaction product. The product is: [OH:16][C:17]1[CH:24]=[CH:23][CH:22]=[C:21]([O:25][CH2:2][C:3]2[CH2:7][O:6][CH2:5][C:4]=2[C:8]2[C:9]([O:14][CH3:15])=[N:10][CH:11]=[CH:12][CH:13]=2)[C:18]=1[CH:19]=[O:20]. (6) The product is: [CH3:19][C:9]1([CH3:20])[CH:8]([N:7]2[C:3]([C:2]#[N:27])=[CH:4][N:5]=[CH:6]2)[C:17]2[C:12](=[CH:13][CH:14]=[CH:15][CH:16]=2)[C:11](=[O:18])[O:10]1. Given the reactants O[CH2:2][C:3]1[N:7]([CH:8]2[C:17]3[C:12](=[CH:13][CH:14]=[CH:15][CH:16]=3)[C:11](=[O:18])[O:10][C:9]2([CH3:20])[CH3:19])[CH:6]=[N:5][CH:4]=1.S([O-])([O-])(=O)=O.[Mg+2].[NH3:27], predict the reaction product. (7) Given the reactants [OH-].[Na+].C[O:4][C:5]([CH2:7][CH2:8][C:9]1[CH:14]=[CH:13][CH:12]=[CH:11][C:10]=1[C:15]1[CH:40]=[CH:39][C:18]([CH2:19][C:20]23[C:28](=[O:29])[N:27]([C:30]4[CH:35]=[C:34]([Cl:36])[CH:33]=[C:32]([Cl:37])[CH:31]=4)[C:26](=[O:38])[N:25]2[CH2:24][CH2:23][CH2:22][CH2:21]3)=[CH:17][CH:16]=1)=[O:6], predict the reaction product. The product is: [C:5]([CH2:7][CH2:8][C:9]1[CH:14]=[CH:13][CH:12]=[CH:11][C:10]=1[C:15]1[CH:16]=[CH:17][C:18]([CH2:19][C:20]23[C:28](=[O:29])[N:27]([C:30]4[CH:31]=[C:32]([Cl:37])[CH:33]=[C:34]([Cl:36])[CH:35]=4)[C:26](=[O:38])[N:25]2[CH2:24][CH2:23][CH2:22][CH2:21]3)=[CH:39][CH:40]=1)([OH:6])=[O:4]. (8) Given the reactants [O:1]=[C:2]1[CH:11]=[CH:10][C:9]2[C:4](=[CH:5][CH:6]=[C:7]([C:12]([F:15])([F:14])[F:13])[CH:8]=2)[N:3]1[CH2:16][C:17]([OH:19])=O.[NH2:20][C:21]1[S:25][CH:24]=[C:23]([C:26]#[N:27])[C:22]=1[N:28]1[CH:32]=[CH:31][N:30]=[N:29]1, predict the reaction product. The product is: [C:26]([C:23]1[C:22]([N:28]2[CH:32]=[CH:31][N:30]=[N:29]2)=[C:21]([NH:20][C:17](=[O:19])[CH2:16][N:3]2[C:4]3[C:9](=[CH:8][C:7]([C:12]([F:15])([F:14])[F:13])=[CH:6][CH:5]=3)[CH:10]=[CH:11][C:2]2=[O:1])[S:25][CH:24]=1)#[N:27].